This data is from Reaction yield outcomes from USPTO patents with 853,638 reactions. The task is: Predict the reaction yield, written as a fraction of the theoretical maximum amount of product (1.0 means a 100% yield; for example, 0.34 means a 34% yield). (1) The reactants are ClC1C=C(C(Cl)=O)C=CN=1.[Cl:11][C:12]1[CH:13]=[C:14]([CH:35]=[CH:36][N:37]=1)[C:15]([NH:17][C:18]1[CH:19]=[CH:20][C:21]([CH3:34])=[C:22]([C:24]2[CH:29]=[CH:28][C:27]([C:30]([O:32][CH3:33])=[O:31])=[CH:26][CH:25]=2)[CH:23]=1)=[O:16].NC1C=CC(C)=C(C2C=CC(C(OC)=O)=CC=2)C=1.C(N(CC)CC)C. The catalyst is C(Cl)Cl. The product is [Cl:11][C:12]1[CH:13]=[C:14]([CH:35]=[CH:36][N:37]=1)[C:15]([NH:17][C:18]1[CH:19]=[CH:20][C:21]([CH3:34])=[C:22]([C:24]2[CH:25]=[CH:26][C:27]([C:30]([O:32][CH3:33])=[O:31])=[CH:28][CH:29]=2)[CH:23]=1)=[O:16]. The yield is 0.610. (2) The reactants are FCCC[O:5][C:6]1[CH:14]=[C:13]2C(CC3(CCC(=O)CC3)C2=O)=[CH:8][CH:7]=1.[F:22][C:23]([F:38])([F:37])[CH2:24][CH2:25][O:26][C:27]1[CH:35]=[C:34]2[C:30]([CH2:31][CH2:32][C:33]2=[O:36])=[CH:29][CH:28]=1.C(OC)(=O)C=C. No catalyst specified. The product is [F:22][C:23]([F:37])([F:38])[CH2:24][CH2:25][O:26][C:27]1[CH:35]=[C:34]2[C:30]([CH2:31][C:32]3([CH2:13][CH2:14][C:6](=[O:5])[CH2:7][CH2:8]3)[C:33]2=[O:36])=[CH:29][CH:28]=1. The yield is 0.580. (3) The reactants are [Cl:1][C:2]1[N:3]=[C:4]([C:9]([OH:11])=O)[NH:5][C:6]=1[CH2:7][CH3:8].S(Cl)(Cl)=O.[NH2:16][C:17]1[CH:33]=[CH:32][C:20]2[N:21]([C:25]([O:27][C:28]([CH3:31])([CH3:30])[CH3:29])=[O:26])[CH2:22][CH2:23][O:24][C:19]=2[CH:18]=1. The catalyst is N1C=CC=CC=1. The product is [Cl:1][C:2]1[N:3]=[C:4]([C:9]([NH:16][C:17]2[CH:33]=[CH:32][C:20]3[N:21]([C:25]([O:27][C:28]([CH3:29])([CH3:30])[CH3:31])=[O:26])[CH2:22][CH2:23][O:24][C:19]=3[CH:18]=2)=[O:11])[NH:5][C:6]=1[CH2:7][CH3:8]. The yield is 0.560. (4) The reactants are [CH3:1][O:2][CH2:3][CH2:4][CH2:5][O:6][C:7]1[CH:8]=[C:9]2[C:13](=[C:14]([N:16]([CH3:26])[S:17]([C:20]3[CH:25]=[CH:24][CH:23]=[CH:22][N:21]=3)(=[O:19])=[O:18])[CH:15]=1)[NH:12][C:11]([C:27]([OH:29])=O)=[CH:10]2.[CH2:30]([S:37][CH:38]([CH2:41][N:42]1[CH2:47][CH2:46][S:45][CH2:44][CH2:43]1)[CH2:39][NH2:40])[C:31]1[CH:36]=[CH:35][CH:34]=[CH:33][CH:32]=1.N1(O)C2C=CC=CC=2N=N1.Cl.CN(C)CCCN=C=NCC. The catalyst is O.CN(C)C=O. The product is [CH2:30]([S:37][CH:38]([CH2:41][N:42]1[CH2:43][CH2:44][S:45][CH2:46][CH2:47]1)[CH2:39][NH:40][C:27]([C:11]1[NH:12][C:13]2[C:9]([CH:10]=1)=[CH:8][C:7]([O:6][CH2:5][CH2:4][CH2:3][O:2][CH3:1])=[CH:15][C:14]=2[N:16]([CH3:26])[S:17]([C:20]1[CH:25]=[CH:24][CH:23]=[CH:22][N:21]=1)(=[O:18])=[O:19])=[O:29])[C:31]1[CH:36]=[CH:35][CH:34]=[CH:33][CH:32]=1. The yield is 0.780. (5) The reactants are [NH2:1][C:2]1([CH2:7][OH:8])[CH2:6][CH2:5][CH2:4][CH2:3]1.C(O)(C(F)(F)F)=O.[C:16]1(=O)[CH2:21][CH2:20][CH2:19][CH2:18][CH2:17]1.S([O-])([O-])(=O)=O.[Na+].[Na+]. The catalyst is C(Cl)Cl. The product is [CH2:6]1[C:2]2([NH:1][C:16]3([CH2:21][CH2:20][CH2:19][CH2:18][CH2:17]3)[O:8][CH2:7]2)[CH2:3][CH2:4][CH2:5]1. The yield is 0.970. (6) The reactants are [Cu]C#N.[C:4]([Mg]Cl)([CH3:7])([CH3:6])[CH3:5].[C:10]1([C:23]2[CH:28]=[CH:27][CH:26]=[CH:25][CH:24]=2)[CH:15]=[CH:14][CH:13]=[C:12]([C:16]2[CH:21]=[CH:20][C:19](Br)=[CH:18][N:17]=2)[CH:11]=1.[OH-].[NH4+]. The catalyst is C1COCC1. The product is [C:10]1([C:23]2[CH:28]=[CH:27][CH:26]=[CH:25][CH:24]=2)[CH:15]=[CH:14][CH:13]=[C:12]([C:16]2[CH:21]=[CH:20][C:19]([C:4]([CH3:7])([CH3:6])[CH3:5])=[CH:18][N:17]=2)[CH:11]=1. The yield is 0.190. (7) The reactants are [CH3:1][N:2]1[CH2:33][CH2:32][CH2:31][C@:3]1([CH3:34])[C:4]([NH:6][C@H:7]([C:11]([N:13]([C@@H:15]([C@@H:27]([CH3:30])[CH2:28][CH3:29])[C@H:16]([O:25][CH3:26])[CH2:17][C:18]([O:20]C(C)(C)C)=[O:19])[CH3:14])=[O:12])[CH:8]([CH3:10])[CH3:9])=[O:5].FC(F)(F)C(O)=O. The catalyst is ClCCl. The product is [CH3:1][N:2]1[CH2:33][CH2:32][CH2:31][C@:3]1([CH3:34])[C:4]([NH:6][C@H:7]([C:11]([N:13]([C@@H:15]([C@@H:27]([CH3:30])[CH2:28][CH3:29])[C@H:16]([O:25][CH3:26])[CH2:17][C:18]([OH:20])=[O:19])[CH3:14])=[O:12])[CH:8]([CH3:10])[CH3:9])=[O:5]. The yield is 1.00. (8) The reactants are [H-].[Na+].[CH2:3]([C:5]1([CH2:20][CH3:21])[C:11](=[O:12])[NH:10][C:9]2[CH:13]=[CH:14][C:15]([O:17][CH3:18])=[CH:16]C=2NC1=O)[CH3:4].[CH3:22]I.O.[CH3:25][N:26]([CH:28]=[O:29])[CH3:27]. The catalyst is C(OCC)(=O)C. The product is [CH2:20]([C:5]1([CH2:3][CH3:4])[C:11](=[O:12])[N:10]([CH3:22])[C:9]2[CH:13]=[CH:14][C:15]([O:17][CH3:18])=[CH:16][C:25]=2[N:26]([CH3:27])[C:28]1=[O:29])[CH3:21]. The yield is 0.760. (9) The reactants are [Br:1][C:2]1[CH:7]=[CH:6][C:5]([NH:8][C:9]2[O:10][C:11]3[C:17]([O:18]C)=[CH:16][C:15]([Cl:20])=[CH:14][C:12]=3[N:13]=2)=[CH:4][CH:3]=1.N1C(C)=CC(C)=CC=1C.[Li+].[I-]. The catalyst is Cl. The product is [Br:1][C:2]1[CH:3]=[CH:4][C:5]([NH:8][C:9]2[O:10][C:11]3[C:17]([OH:18])=[CH:16][C:15]([Cl:20])=[CH:14][C:12]=3[N:13]=2)=[CH:6][CH:7]=1. The yield is 0.880.